The task is: Regression. Given two drug SMILES strings and cell line genomic features, predict the synergy score measuring deviation from expected non-interaction effect.. This data is from NCI-60 drug combinations with 297,098 pairs across 59 cell lines. (1) Drug 1: CC1=C(C(CCC1)(C)C)C=CC(=CC=CC(=CC(=O)O)C)C. Drug 2: CC12CCC3C(C1CCC2O)C(CC4=C3C=CC(=C4)O)CCCCCCCCCS(=O)CCCC(C(F)(F)F)(F)F. Cell line: 786-0. Synergy scores: CSS=-0.512, Synergy_ZIP=0.984, Synergy_Bliss=0.794, Synergy_Loewe=-1.55, Synergy_HSA=-1.40. (2) Synergy scores: CSS=41.0, Synergy_ZIP=-2.28, Synergy_Bliss=-0.280, Synergy_Loewe=-2.26, Synergy_HSA=3.80. Drug 2: CC1=C(C(=O)C2=C(C1=O)N3CC4C(C3(C2COC(=O)N)OC)N4)N. Drug 1: CC1CCC2CC(C(=CC=CC=CC(CC(C(=O)C(C(C(=CC(C(=O)CC(OC(=O)C3CCCCN3C(=O)C(=O)C1(O2)O)C(C)CC4CCC(C(C4)OC)OCCO)C)C)O)OC)C)C)C)OC. Cell line: RPMI-8226. (3) Drug 1: CS(=O)(=O)CCNCC1=CC=C(O1)C2=CC3=C(C=C2)N=CN=C3NC4=CC(=C(C=C4)OCC5=CC(=CC=C5)F)Cl. Drug 2: C1=NNC2=C1C(=O)NC=N2. Cell line: HOP-62. Synergy scores: CSS=12.8, Synergy_ZIP=-3.00, Synergy_Bliss=-8.03, Synergy_Loewe=-0.924, Synergy_HSA=-3.54. (4) Drug 1: CC1=C(C(=CC=C1)Cl)NC(=O)C2=CN=C(S2)NC3=CC(=NC(=N3)C)N4CCN(CC4)CCO. Drug 2: C1CN(CCN1C(=O)CCBr)C(=O)CCBr. Cell line: PC-3. Synergy scores: CSS=33.7, Synergy_ZIP=-0.672, Synergy_Bliss=1.05, Synergy_Loewe=-20.3, Synergy_HSA=4.94. (5) Drug 1: C(=O)(N)NO. Synergy scores: CSS=6.12, Synergy_ZIP=5.65, Synergy_Bliss=7.53, Synergy_Loewe=-0.437, Synergy_HSA=1.58. Drug 2: COCCOC1=C(C=C2C(=C1)C(=NC=N2)NC3=CC=CC(=C3)C#C)OCCOC.Cl. Cell line: OVCAR3.